This data is from CYP2C19 inhibition data for predicting drug metabolism from PubChem BioAssay. The task is: Regression/Classification. Given a drug SMILES string, predict its absorption, distribution, metabolism, or excretion properties. Task type varies by dataset: regression for continuous measurements (e.g., permeability, clearance, half-life) or binary classification for categorical outcomes (e.g., BBB penetration, CYP inhibition). Dataset: cyp2c19_veith. The drug is O=C(O)c1ccccc1NCn1c(=S)sc2ccccc21. The result is 0 (non-inhibitor).